This data is from Forward reaction prediction with 1.9M reactions from USPTO patents (1976-2016). The task is: Predict the product of the given reaction. (1) Given the reactants [OH2:1].I([O-])(=O)(=O)=O.[Na+].[F:8][C:9]1[CH:14]=[CH:13][C:12]([C:15]2[C:16]([C:20]3[CH:25]=[CH:24][CH:23]=[C:22]([CH3:26])[N:21]=3)=[N:17][NH:18][CH:19]=2)=[CH:11][C:10]=1[C:27]1[N:28]=[C:29]2[N:33]([CH:34]=1)[CH2:32][CH2:31][S:30]2=[O:35], predict the reaction product. The product is: [F:8][C:9]1[CH:14]=[CH:13][C:12]([C:15]2[C:16]([C:20]3[CH:25]=[CH:24][CH:23]=[C:22]([CH3:26])[N:21]=3)=[N:17][NH:18][CH:19]=2)=[CH:11][C:10]=1[C:27]1[N:28]=[C:29]2[N:33]([CH:34]=1)[CH2:32][CH2:31][S:30]2(=[O:1])=[O:35]. (2) Given the reactants [CH2:1]([O:3][C:4](=[O:18])[CH:5]([O:15][CH2:16][CH3:17])[CH2:6][C:7]1[CH:12]=[CH:11][C:10]([OH:13])=[CH:9][C:8]=1[CH3:14])[CH3:2].[CH3:19][C:20]1[S:24][C:23]([C:25]2[CH:30]=[CH:29][CH:28]=[CH:27][CH:26]=2)=[N:22][C:21]=1[CH2:31][CH2:32]O.C1(P(C2C=CC=CC=2)C2C=CC=CC=2)C=CC=CC=1.N(C(OCC)=O)=NC(OCC)=O, predict the reaction product. The product is: [CH2:1]([O:3][C:4](=[O:18])[CH:5]([O:15][CH2:16][CH3:17])[CH2:6][C:7]1[CH:12]=[CH:11][C:10]([O:13][CH2:32][CH2:31][C:21]2[N:22]=[C:23]([C:25]3[CH:30]=[CH:29][CH:28]=[CH:27][CH:26]=3)[S:24][C:20]=2[CH3:19])=[CH:9][C:8]=1[CH3:14])[CH3:2]. (3) The product is: [Cl:40][C:25]1[C:26]([NH:28][C@@H:29]2[CH2:34][CH2:33][CH2:32][CH2:31][C@H:30]2[NH:35][S:36]([CH3:39])(=[O:38])=[O:37])=[N:27][C:22]([NH:20][C:4]2[CH:5]=[CH:6][C:7]3[CH2:13][CH2:12][CH:11]([N:14]([CH2:16][CH2:17][O:18][CH3:19])[CH3:15])[CH2:10][CH2:9][C:8]=3[C:3]=2[O:2][CH3:1])=[N:23][CH:24]=1. Given the reactants [CH3:1][O:2][C:3]1[C:8]2[CH2:9][CH2:10][CH:11]([N:14]([CH2:16][CH2:17][O:18][CH3:19])[CH3:15])[CH2:12][CH2:13][C:7]=2[CH:6]=[CH:5][C:4]=1[NH2:20].Cl[C:22]1[N:27]=[C:26]([NH:28][C@@H:29]2[CH2:34][CH2:33][CH2:32][CH2:31][C@H:30]2[NH:35][S:36]([CH3:39])(=[O:38])=[O:37])[C:25]([Cl:40])=[CH:24][N:23]=1, predict the reaction product. (4) Given the reactants [Cl:1][C:2]1[CH:3]=[C:4]([OH:13])[C:5]([OH:12])=[C:6]([CH:11]=1)[C:7]([O:9][CH3:10])=[O:8].Br[CH2:15][CH2:16][CH2:17]Br.C([O-])([O-])=O.[K+].[K+], predict the reaction product. The product is: [Cl:1][C:2]1[CH:11]=[C:6]([C:7]([O:9][CH3:10])=[O:8])[C:5]2[O:12][CH2:17][CH2:16][CH2:15][O:13][C:4]=2[CH:3]=1. (5) Given the reactants [C:1]1([NH:11][C:12](=[O:14])[CH3:13])[C:10]2[C:5](=[CH:6][CH:7]=[CH:8][CH:9]=2)[CH:4]=[CH:3][N:2]=1.[OH-].[Na+], predict the reaction product. The product is: [C:1]1([NH:11][C:12](=[O:14])[CH3:13])[C:10]2[CH2:9][CH2:8][CH2:7][CH2:6][C:5]=2[CH:4]=[CH:3][N:2]=1. (6) Given the reactants [Br:1][C:2]1[CH:3]=[CH:4][C:5](F)=[C:6]([CH:24]=1)[C:7]([N:9]1[CH2:14][CH2:13][N:12]([C:15]([O:17][C:18]([CH3:21])([CH3:20])[CH3:19])=[O:16])[CH2:11][CH:10]1[CH2:22][OH:23])=[O:8].[H-].[Na+], predict the reaction product. The product is: [Br:1][C:2]1[CH:3]=[CH:4][C:5]2[O:23][CH2:22][CH:10]3[CH2:11][N:12]([C:15]([O:17][C:18]([CH3:21])([CH3:20])[CH3:19])=[O:16])[CH2:13][CH2:14][N:9]3[C:7](=[O:8])[C:6]=2[CH:24]=1. (7) Given the reactants [Cl:1][C:2]1[N:7]=[CH:6][C:5]([CH:8]([OH:13])[C:9]([F:12])([F:11])[F:10])=[CH:4][CH:3]=1.C(N(CC)CC)C.[F:21][C:22]([F:35])([F:34])[S:23](O[S:23]([C:22]([F:35])([F:34])[F:21])(=[O:25])=[O:24])(=[O:25])=[O:24].CCCCCC, predict the reaction product. The product is: [F:21][C:22]([F:35])([F:34])[S:23]([O:13][CH:8]([C:5]1[CH:6]=[N:7][C:2]([Cl:1])=[CH:3][CH:4]=1)[C:9]([F:10])([F:11])[F:12])(=[O:25])=[O:24].